Dataset: NCI-60 drug combinations with 297,098 pairs across 59 cell lines. Task: Regression. Given two drug SMILES strings and cell line genomic features, predict the synergy score measuring deviation from expected non-interaction effect. (1) Drug 1: CC1C(C(CC(O1)OC2CC(CC3=C2C(=C4C(=C3O)C(=O)C5=C(C4=O)C(=CC=C5)OC)O)(C(=O)CO)O)N)O.Cl. Drug 2: C1=C(C(=O)NC(=O)N1)F. Cell line: COLO 205. Synergy scores: CSS=45.2, Synergy_ZIP=-0.399, Synergy_Bliss=-0.622, Synergy_Loewe=-0.638, Synergy_HSA=-0.0867. (2) Drug 1: CC(CN1CC(=O)NC(=O)C1)N2CC(=O)NC(=O)C2. Drug 2: CN(C)C1=NC(=NC(=N1)N(C)C)N(C)C. Cell line: MDA-MB-435. Synergy scores: CSS=8.00, Synergy_ZIP=-0.861, Synergy_Bliss=6.38, Synergy_Loewe=-1.02, Synergy_HSA=1.87. (3) Drug 1: CC1=C(C=C(C=C1)C(=O)NC2=CC(=CC(=C2)C(F)(F)F)N3C=C(N=C3)C)NC4=NC=CC(=N4)C5=CN=CC=C5. Drug 2: C1=NNC2=C1C(=O)NC=N2. Cell line: SN12C. Synergy scores: CSS=-3.49, Synergy_ZIP=1.06, Synergy_Bliss=-1.40, Synergy_Loewe=-2.20, Synergy_HSA=-4.07.